From a dataset of Catalyst prediction with 721,799 reactions and 888 catalyst types from USPTO. Predict which catalyst facilitates the given reaction. (1) Reactant: [NH2:1][S:2]([C:5]1[CH:10]=[CH:9][C:8]([N:11]2[C:19]3[C:18]4[CH:20]=[C:21]([NH:24][C:25](=[O:33])[C:26]5[CH:31]=[CH:30][CH:29]=[CH:28][C:27]=5[Cl:32])[CH:22]=[CH:23][C:17]=4[CH2:16][CH2:15][C:14]=3[C:13]([C:34]([NH2:36])=[O:35])=[N:12]2)=[CH:7][CH:6]=1)(=[O:4])=[O:3].C(N(CC)CC)C.[C:44](OC(=O)C)(=[O:46])[CH3:45]. Product: [C:44]([NH:1][S:2]([C:5]1[CH:10]=[CH:9][C:8]([N:11]2[C:19]3[C:18]4[CH:20]=[C:21]([NH:24][C:25](=[O:33])[C:26]5[CH:31]=[CH:30][CH:29]=[CH:28][C:27]=5[Cl:32])[CH:22]=[CH:23][C:17]=4[CH2:16][CH2:15][C:14]=3[C:13]([C:34]([NH2:36])=[O:35])=[N:12]2)=[CH:7][CH:6]=1)(=[O:4])=[O:3])(=[O:46])[CH3:45]. The catalyst class is: 230. (2) Reactant: [N:1]1([C:5](=[O:14])[CH2:6][C:7]2[CH:12]=[CH:11][C:10](Br)=[CH:9][CH:8]=2)[CH2:4][CH2:3][CH2:2]1.[CH3:15][C:16]1([CH3:30])[CH2:21][O:20][B:19]([B:19]2[O:20][CH2:21][C:16]([CH3:30])([CH3:15])[CH2:17][O:18]2)[O:18][CH2:17]1.CC([O-])=O.[K+].Cl. Product: [N:1]1([C:5](=[O:14])[CH2:6][C:7]2[CH:12]=[CH:11][C:10]([B:19]3[O:20][CH2:21][C:16]([CH3:30])([CH3:15])[CH2:17][O:18]3)=[CH:9][CH:8]=2)[CH2:4][CH2:3][CH2:2]1. The catalyst class is: 75. (3) Reactant: [N:1]1[C:2]2[N:3]([N:8]=[CH:9][CH:10]=2)[C:4](=O)[NH:5][CH:6]=1.[CH3:11][N:12](C)[C:13]1[CH:18]=[CH:17][CH:16]=[CH:15][CH:14]=1. Product: [CH3:11][N:12]([C:4]1[N:3]2[N:8]=[CH:9][CH:10]=[C:2]2[N:1]=[CH:6][N:5]=1)[C:13]1[CH:18]=[CH:17][CH:16]=[CH:15][CH:14]=1. The catalyst class is: 265. (4) Reactant: C[O:2][C:3]([C@@H:5]1[CH2:9][C@@H:8]([NH:10][C:11](=[O:18])[C:12]2[CH:17]=[CH:16][CH:15]=[CH:14][CH:13]=2)[CH2:7][N:6]1[C:19](=[O:29])[CH2:20][NH:21][C:22]([O:24][C:25]([CH3:28])([CH3:27])[CH3:26])=[O:23])=[O:4].[OH-].[Na+].Cl. Product: [C:11]([NH:10][C@H:8]1[CH2:7][N:6]([C:19](=[O:29])[CH2:20][NH:21][C:22]([O:24][C:25]([CH3:28])([CH3:26])[CH3:27])=[O:23])[C@H:5]([C:3]([OH:4])=[O:2])[CH2:9]1)(=[O:18])[C:12]1[CH:13]=[CH:14][CH:15]=[CH:16][CH:17]=1. The catalyst class is: 5.